This data is from Forward reaction prediction with 1.9M reactions from USPTO patents (1976-2016). The task is: Predict the product of the given reaction. (1) Given the reactants [CH3:1][O:2][C:3]1[CH:11]=[C:10]2[C:6]([C:7]([C:18]([C:20]3[CH:21]=[C:22]([CH:28]=[CH:29][CH:30]=3)[C:23]([O:25][CH2:26][CH3:27])=[O:24])=O)=[C:8]([C:12]3[CH:13]=[N:14][CH:15]=[CH:16][CH:17]=3)[NH:9]2)=[CH:5][CH:4]=1.C(O)C, predict the reaction product. The product is: [CH3:1][O:2][C:3]1[CH:11]=[C:10]2[C:6]([C:7]([CH2:18][C:20]3[CH:21]=[C:22]([CH:28]=[CH:29][CH:30]=3)[C:23]([O:25][CH2:26][CH3:27])=[O:24])=[C:8]([C:12]3[CH:13]=[N:14][CH:15]=[CH:16][CH:17]=3)[NH:9]2)=[CH:5][CH:4]=1. (2) The product is: [CH2:21]([S:23]([N:26]1[CH2:31][CH2:30][CH:29]([N:32]2[CH:36]=[C:35]([C:37]3[C:45]4[C:40](=[CH:41][C:42]([F:46])=[CH:43][CH:44]=4)[NH:39][CH:38]=3)[CH:34]=[N:33]2)[CH2:28][CH2:27]1)(=[O:24])=[O:25])[CH3:22]. Given the reactants FC1C=C2C(C(I)=CN2S(C2C=CC=CC=2)(=O)=O)=CC=1.[CH2:21]([S:23]([N:26]1[CH2:31][CH2:30][CH:29]([N:32]2[CH:36]=[C:35]([C:37]3[C:45]4[C:40](=[CH:41][C:42]([F:46])=[CH:43][CH:44]=4)[N:39](S(C4C=CC=CC=4)(=O)=O)[CH:38]=3)[CH:34]=[N:33]2)[CH2:28][CH2:27]1)(=[O:25])=[O:24])[CH3:22], predict the reaction product.